Predict the product of the given reaction. From a dataset of Forward reaction prediction with 1.9M reactions from USPTO patents (1976-2016). (1) The product is: [C:1]([C:5]1[O:9][N:8]=[C:7]([NH:10][C:11]([NH:13][C:14]2[CH:19]=[CH:18][CH:17]=[C:16]([C:20]#[C:21][C:22]3[C:23]([NH:29][CH2:30][CH2:31][N:32]4[CH2:36][CH2:35][CH2:34][CH2:33]4)=[N:24][CH:25]=[N:26][CH:27]=3)[CH:15]=2)=[O:12])[CH:6]=1)([CH3:4])([CH3:3])[CH3:2]. Given the reactants [C:1]([C:5]1[O:9][N:8]=[C:7]([NH:10][C:11]([NH:13][C:14]2[CH:19]=[CH:18][CH:17]=[C:16]([C:20]#[C:21][C:22]3[C:23](Cl)=[N:24][CH:25]=[N:26][CH:27]=3)[CH:15]=2)=[O:12])[CH:6]=1)([CH3:4])([CH3:3])[CH3:2].[NH2:29][CH2:30][CH2:31][N:32]1[CH2:36][CH2:35][CH2:34][CH2:33]1, predict the reaction product. (2) Given the reactants C(OC([N:8]1[CH2:13][CH2:12][CH:11]([NH:14][C:15]2[S:16][CH:17]=[CH:18][N:19]=2)[CH2:10][CH2:9]1)=O)(C)(C)C.Cl, predict the reaction product. The product is: [NH:8]1[CH2:9][CH2:10][CH:11]([NH:14][C:15]2[S:16][CH:17]=[CH:18][N:19]=2)[CH2:12][CH2:13]1.